Dataset: Full USPTO retrosynthesis dataset with 1.9M reactions from patents (1976-2016). Task: Predict the reactants needed to synthesize the given product. (1) Given the product [CH3:1][O:2][C:3]([C:5]1([C:12]2[CH:17]=[CH:16][CH:15]=[C:14]([F:18])[CH:13]=2)[CH2:6][CH2:7][CH2:8][CH2:9][CH2:10][CH2:11]1)=[O:4], predict the reactants needed to synthesize it. The reactants are: [CH3:1][O:2][C:3]([C:5]1([C:12]2[CH:17]=[CH:16][CH:15]=[C:14]([F:18])[CH:13]=2)[CH2:11][CH2:10][CH:9]=[CH:8][CH2:7][CH2:6]1)=[O:4].[H][H]. (2) Given the product [C:1]([O:4][C@@H:5]1[C@@H:10]([O:11][C:12](=[O:14])[CH3:13])[C@H:9]([O:15][C:16](=[O:18])[CH3:17])[C@@H:8]([O:54]/[C:48](/[C:49]([O:51][CH2:52][CH3:53])=[O:50])=[CH:47]\[C:43]2[CH:44]=[CH:45][CH:46]=[C:41]([C:40]([F:55])([F:56])[F:39])[CH:42]=2)[O:7][C@H:6]1[CH2:34][O:35][C:36](=[O:38])[CH3:37])(=[O:3])[CH3:2], predict the reactants needed to synthesize it. The reactants are: [C:1]([O:4][C@@H:5]1[C@@H:10]([O:11][C:12](=[O:14])[CH3:13])[C@H:9]([O:15][C:16](=[O:18])[CH3:17])[C@@H:8](O/C(/C(OCC)=O)=C\C2C=CC=CC=2F)[O:7][C@H:6]1[CH2:34][O:35][C:36](=[O:38])[CH3:37])(=[O:3])[CH3:2].[F:39][C:40]([F:56])([F:55])[C:41]1[CH:42]=[C:43]([CH2:47][C:48](=[O:54])[C:49]([O:51][CH2:52][CH3:53])=[O:50])[CH:44]=[CH:45][CH:46]=1.[H-].[Na+].[Br-].C(O[C@@H]1[C@@H](OC(=O)C)[C@H](OC(=O)C)[C@@H](COC(=O)C)O[C@@H]1O)(=O)C. (3) Given the product [O:19]=[C:13]1[CH:12]([N:5]2[C:4](=[O:20])[C:3]3[C:7](=[CH:8][CH:9]=[CH:10][C:2]=3[NH:1][C:21](=[O:28])[CH2:22][CH2:23][CH2:24][CH2:25][CH2:26][CH3:27])[C:6]2=[O:11])[CH2:17][CH2:16][C:15](=[O:18])[NH:14]1, predict the reactants needed to synthesize it. The reactants are: [NH2:1][C:2]1[CH:10]=[CH:9][CH:8]=[C:7]2[C:3]=1[C:4](=[O:20])[N:5]([CH:12]1[CH2:17][CH2:16][C:15](=[O:18])[NH:14][C:13]1=[O:19])[C:6]2=[O:11].[C:21](Cl)(=[O:28])[CH2:22][CH2:23][CH2:24][CH2:25][CH2:26][CH3:27]. (4) The reactants are: OO.O.[OH-].[Li+].[CH2:6]([S:26][C@@H:27]([CH2:43][CH3:44])[C:28](N1[C@@H](C)[C@@H](C2C=CC=CC=2)OC1=O)=[O:29])[CH2:7][CH2:8][CH2:9]/[CH:10]=[CH:11]\[CH2:12]/[CH:13]=[CH:14]\[CH2:15]/[CH:16]=[CH:17]\[CH2:18]/[CH:19]=[CH:20]\[CH2:21]/[CH:22]=[CH:23]\[CH2:24][CH3:25].[O-:45]S([O-])=O.[Na+].[Na+].Cl. Given the product [CH2:6]([S:26][C@@H:27]([CH2:43][CH3:44])[C:28]([OH:29])=[O:45])[CH2:7][CH2:8][CH2:9]/[CH:10]=[CH:11]\[CH2:12]/[CH:13]=[CH:14]\[CH2:15]/[CH:16]=[CH:17]\[CH2:18]/[CH:19]=[CH:20]\[CH2:21]/[CH:22]=[CH:23]\[CH2:24][CH3:25], predict the reactants needed to synthesize it.